From a dataset of Full USPTO retrosynthesis dataset with 1.9M reactions from patents (1976-2016). Predict the reactants needed to synthesize the given product. (1) Given the product [C:21]([O:20][C:18]([N:15]1[CH2:16][CH2:17][C:12]([C:11]#[C:10][CH2:9][O:8][Si:1]([C:4]([CH3:7])([CH3:6])[CH3:5])([CH3:3])[CH3:2])([O:25][C:31]([O:32][CH3:33])=[O:34])[CH2:13][CH2:14]1)=[O:19])([CH3:24])([CH3:23])[CH3:22], predict the reactants needed to synthesize it. The reactants are: [Si:1]([O:8][CH2:9][C:10]#[C:11][C:12]1([OH:25])[CH2:17][CH2:16][N:15]([C:18]([O:20][C:21]([CH3:24])([CH3:23])[CH3:22])=[O:19])[CH2:14][CH2:13]1)([C:4]([CH3:7])([CH3:6])[CH3:5])([CH3:3])[CH3:2].[Li]CCCC.[C:31](Cl)(=[O:34])[O:32][CH3:33]. (2) The reactants are: C(NC(C)C)(C)C.C([Li])CCC.[Cl:13][C:14]1[CH:19]=[C:18]([O:20][CH3:21])[CH:17]=[C:16]([Cl:22])[N:15]=1.[C:23](=[O:25])=[O:24].[Cl-].[NH4+].Cl. Given the product [Cl:22][C:16]1[N:15]=[C:14]([Cl:13])[CH:19]=[C:18]([O:20][CH3:21])[C:17]=1[C:23]([OH:25])=[O:24], predict the reactants needed to synthesize it. (3) Given the product [CH3:17][C:11]1[CH:12]=[CH:13][C:14]([CH3:16])=[CH:15][C:10]=1[C:7]1[CH:8]=[CH:9][C:4]([CH2:3][N:2]([CH3:1])[CH2:25][CH:23]([OH:24])[CH2:22][O:21][C:20]2[CH:26]=[CH:27][C:28]([N+:30]([O-:32])=[O:31])=[CH:29][C:19]=2[F:18])=[CH:5][CH:6]=1, predict the reactants needed to synthesize it. The reactants are: [CH3:1][NH:2][CH2:3][C:4]1[CH:9]=[CH:8][C:7]([C:10]2[CH:15]=[C:14]([CH3:16])[CH:13]=[CH:12][C:11]=2[CH3:17])=[CH:6][CH:5]=1.[F:18][C:19]1[CH:29]=[C:28]([N+:30]([O-:32])=[O:31])[CH:27]=[CH:26][C:20]=1[O:21][CH2:22][CH:23]1[CH2:25][O:24]1. (4) Given the product [Br:1][C:2]1[S:6][C:5]([N:7]([CH2:12][C@@H:13]([N:21]2[C:22](=[O:31])[C:23]3[C:28](=[CH:27][CH:26]=[CH:25][CH:24]=3)[C:29]2=[O:30])[CH2:14][C:15]2[CH:16]=[CH:17][CH:18]=[CH:19][CH:20]=2)[C:8](=[O:10])[CH3:9])=[N:4][CH:3]=1, predict the reactants needed to synthesize it. The reactants are: [Br:1][C:2]1[S:6][C:5]([NH:7][C:8](=[O:10])[CH3:9])=[N:4][CH:3]=1.O[CH2:12][C@@H:13]([N:21]1[C:29](=[O:30])[C:28]2[C:23](=[CH:24][CH:25]=[CH:26][CH:27]=2)[C:22]1=[O:31])[CH2:14][C:15]1[CH:20]=[CH:19][CH:18]=[CH:17][CH:16]=1.C1(P(C2C=CC=CC=2)C2C=CC=CC=2)C=CC=CC=1.CC(OC(/N=N/C(OC(C)C)=O)=O)C. (5) Given the product [OH-:1].[NH4+:8].[C:44]([C:43]1[CH:46]=[CH:47][C:40]([O:39][CH:2]([C:21]2[N:25]([CH3:26])[CH:24]=[N:23][CH:22]=2)[C:3]2[CH:10]=[CH:9][C:6]([C:7]#[N:8])=[C:5]([C:11]3[C:20]4[C:15](=[CH:16][CH:17]=[CH:18][CH:19]=4)[CH:14]=[CH:13][CH:12]=3)[CH:4]=2)=[CH:41][CH:42]=1)#[N:45], predict the reactants needed to synthesize it. The reactants are: [OH:1][CH:2]([C:21]1[N:25]([CH3:26])[CH:24]=[N:23][CH:22]=1)[C:3]1[CH:10]=[CH:9][C:6]([C:7]#[N:8])=[C:5]([C:11]2[C:20]3[C:15](=[CH:16][CH:17]=[CH:18][CH:19]=3)[CH:14]=[CH:13][CH:12]=2)[CH:4]=1.CCOC(/N=N/C(OCC)=O)=O.[OH:39][C:40]1[CH:47]=[CH:46][C:43]([C:44]#[N:45])=[CH:42][CH:41]=1.C1(P(C2C=CC=CC=2)C2C=CC=CC=2)C=CC=CC=1.